Dataset: Full USPTO retrosynthesis dataset with 1.9M reactions from patents (1976-2016). Task: Predict the reactants needed to synthesize the given product. (1) Given the product [Cl:26][C:23]1[CH:24]=[CH:25][C:20]([C:18]([NH:17][CH:13]([CH2:12][C:7]2[C:5]3[C:4](=[CH:3][CH:2]=[CH:1][CH:6]=3)[NH:11][C:9](=[O:10])[CH:8]=2)[C:14]([O:16][CH2:30][CH2:29][N:28]([CH3:27])[C:32]2[CH:37]=[CH:36][CH:35]=[CH:34][CH:33]=2)=[O:15])=[O:19])=[CH:21][CH:22]=1, predict the reactants needed to synthesize it. The reactants are: [CH:1]1[CH:2]=[CH:3][C:4]2[NH:11][C:9](=[O:10])[CH:8]=[C:7]([CH2:12][CH:13]([NH:17][C:18]([C:20]3[CH:21]=[CH:22][C:23]([Cl:26])=[CH:24][CH:25]=3)=[O:19])[C:14]([OH:16])=[O:15])[C:5]=2[CH:6]=1.[CH3:27][N:28]([C:32]1[CH:37]=[CH:36][CH:35]=[CH:34][CH:33]=1)[CH2:29][CH2:30]O. (2) Given the product [CH2:1]([NH:8][C:9]([C:11]1[S:15][C:14]([C:22]2[NH:18][N:19]=[CH:20][CH:21]=2)=[N:13][C:12]=1[CH3:17])=[O:10])[C:2]1[CH:7]=[CH:6][CH:5]=[CH:4][CH:3]=1, predict the reactants needed to synthesize it. The reactants are: [CH2:1]([NH:8][C:9]([C:11]1[S:15][C:14](Br)=[N:13][C:12]=1[CH3:17])=[O:10])[C:2]1[CH:7]=[CH:6][CH:5]=[CH:4][CH:3]=1.[NH:18]1[C:22](B(O)O)=[CH:21][CH:20]=[N:19]1.C(=O)([O-])[O-].[K+].[K+]. (3) The reactants are: [Br:1][C:2]1[CH:7]=[CH:6][CH:5]=[CH:4][C:3]=1[OH:8].[CH:9](C1CCN1O)([C:16]1[CH:21]=[CH:20][CH:19]=[CH:18][CH:17]=1)[C:10]1[CH:15]=[CH:14][CH:13]=[CH:12][CH:11]=1.[C:27]1(P(C2C=CC=CC=2)C2C=CC=CC=2)[CH:32]=CC=C[CH:28]=1.[N:46](C(OC(C)C)=O)=NC(OC(C)C)=O. Given the product [CH:9]([N:46]1[CH2:32][CH:27]([O:8][C:3]2[CH:4]=[CH:5][CH:6]=[CH:7][C:2]=2[Br:1])[CH2:28]1)([C:10]1[CH:11]=[CH:12][CH:13]=[CH:14][CH:15]=1)[C:16]1[CH:17]=[CH:18][CH:19]=[CH:20][CH:21]=1, predict the reactants needed to synthesize it. (4) Given the product [CH2:1]([O:3][C:4]([N:6]1[CH2:21][CH2:20][C:10]2[C:11]3[C:12](=[O:19])[CH2:13][CH2:14][C:15]=3[C:16]([B:22]3[O:26][C:25]([CH3:28])([CH3:27])[C:24]([CH3:30])([CH3:29])[O:23]3)=[CH:17][C:9]=2[CH2:8][CH2:7]1)=[O:5])[CH3:2], predict the reactants needed to synthesize it. The reactants are: [CH2:1]([O:3][C:4]([N:6]1[CH2:21][CH2:20][C:10]2[C:11]3[C:12](=[O:19])[CH2:13][CH2:14][C:15]=3[C:16](I)=[CH:17][C:9]=2[CH2:8][CH2:7]1)=[O:5])[CH3:2].[B:22]1([B:22]2[O:26][C:25]([CH3:28])([CH3:27])[C:24]([CH3:30])([CH3:29])[O:23]2)[O:26][C:25]([CH3:28])([CH3:27])[C:24]([CH3:30])([CH3:29])[O:23]1.CC([O-])=O.[K+]. (5) Given the product [CH3:34][CH2:35][CH2:29][CH2:27][CH2:26][CH2:25][CH2:24][CH2:23][CH2:22][CH2:30][CH3:32], predict the reactants needed to synthesize it. The reactants are: [F-].[K+].[Cl-].[CH:27]([C:26]1[CH:25]=[CH:24][CH:23]=[C:22]([CH:30](C)[CH3:32])C=1[NH+]1CCN(C2[C:26]([CH:27]([CH3:29])C)=[CH:25][CH:24]=[CH:23][C:22]=2[CH:30]([CH3:32])C)C1)(C)[CH3:29].Cl[C:34]1C=CC=C[CH:35]=1.C1(C)C=CC([Mg]Br)=CC=1.C(C(C(C([O-])=O)O)O)([O-])=O.[K+].[Na+]. (6) Given the product [C:32]([O:36][N:37]([CH2:41][C:42]([NH:8][C:5]1[CH:6]=[CH:7][C:2]([CH3:1])=[C:3]([CH:9]2[CH2:10][CH2:11][N:12]([CH2:15][C:16]3[CH:17]=[CH:18][C:19]([O:22][C:23]4[CH:28]=[C:27]([F:29])[C:26]([F:30])=[CH:25][C:24]=4[F:31])=[CH:20][CH:21]=3)[CH2:13][CH2:14]2)[CH:4]=1)=[O:43])[C:38]([CH3:40])=[O:39])([CH3:35])([CH3:34])[CH3:33], predict the reactants needed to synthesize it. The reactants are: [CH3:1][C:2]1[CH:7]=[CH:6][C:5]([NH2:8])=[CH:4][C:3]=1[CH:9]1[CH2:14][CH2:13][N:12]([CH2:15][C:16]2[CH:21]=[CH:20][C:19]([O:22][C:23]3[CH:28]=[C:27]([F:29])[C:26]([F:30])=[CH:25][C:24]=3[F:31])=[CH:18][CH:17]=2)[CH2:11][CH2:10]1.[C:32]([O:36][N:37]([CH2:41][C:42](O)=[O:43])[C:38]([CH3:40])=[O:39])([CH3:35])([CH3:34])[CH3:33].F[P-](F)(F)(F)(F)F.N1(OC(N(C)C)=[N+](C)C)C2N=CC=CC=2N=N1.C(N(C(C)C)CC)(C)C. (7) Given the product [NH2:11][CH2:12][CH2:13][CH2:14][C@@H:15]([NH:24][C:25](=[O:47])[CH2:26][C@H:27]([O:39][CH2:40][C:41]1[CH:42]=[CH:43][CH:44]=[CH:45][CH:46]=1)[CH2:28][CH2:29][CH2:30][CH2:31][CH2:32][CH2:33][CH2:34][CH2:35][CH2:36][CH2:37][CH3:38])[CH2:16][O:17][CH:18]1[CH2:23][CH2:22][CH2:21][CH2:20][O:19]1, predict the reactants needed to synthesize it. The reactants are: C(OC([NH:11][CH2:12][CH2:13][CH2:14][C@@H:15]([NH:24][C:25](=[O:47])[CH2:26][C@H:27]([O:39][CH2:40][C:41]1[CH:46]=[CH:45][CH:44]=[CH:43][CH:42]=1)[CH2:28][CH2:29][CH2:30][CH2:31][CH2:32][CH2:33][CH2:34][CH2:35][CH2:36][CH2:37][CH3:38])[CH2:16][O:17][CH:18]1[CH2:23][CH2:22][CH2:21][CH2:20][O:19]1)=O)C1C=CC=CC=1.C(N(CC)CC)C.[H][H]. (8) Given the product [CH:1]1([N:7]([C@H:21]2[CH2:22][CH2:23][C@H:24]([CH2:45][O:44][CH3:43])[CH2:25][CH2:26]2)[C:8](=[O:20])[NH:9][C:10]2[S:11][C:12]([S:15][CH2:16][CH2:50][C:49]([OH:59])=[O:48])=[CH:13][N:14]=2)[CH2:2][CH2:3][CH2:4][CH2:5][CH2:6]1, predict the reactants needed to synthesize it. The reactants are: [CH:1]1([N:7]([C@H:21]2[CH2:26][CH2:25][C@H:24](COC)[CH2:23][CH2:22]2)[C:8](=[O:20])[NH:9][C:10]2[S:11][C:12]([S:15][CH2:16]C(O)=O)=[CH:13][N:14]=2)[CH2:6][CH2:5][CH2:4][CH2:3][CH2:2]1.C1(N[C@H]2CC[C@H]([CH2:43][O:44][CH3:45])CC2)CCCCC1.C([O:48][C:49](=[O:59])[CH:50](SC1SC(N)=NC=1)C)C. (9) Given the product [OH:20][C:4]1[CH:5]=[CH:6][N:1]=[CH:2][C:3]=1[NH:7][C:8](=[O:13])[C:9]([CH3:10])([CH3:12])[CH3:11], predict the reactants needed to synthesize it. The reactants are: [N:1]1[CH:6]=[CH:5][CH:4]=[C:3]([NH:7][C:8](=[O:13])[C:9]([CH3:12])([CH3:11])[CH3:10])[CH:2]=1.C([Li])CCC.B(OC)(OC)[O:20]C.CC(O)=O.OO. (10) Given the product [C:28]([N:25]1[C:26]2[C:22](=[CH:21][CH:20]=[C:19]([N:18]3[C:36](=[O:41])[C:37]([CH3:38])([CH3:39])[NH:40][C:6]3=[O:7])[CH:27]=2)[C:23]([CH3:32])([CH3:31])[CH2:24]1)(=[O:30])[CH3:29], predict the reactants needed to synthesize it. The reactants are: N1([C:6](N2C=CN=C2)=[O:7])C=CN=C1.N1C=CN=C1.[NH2:18][C:19]1[CH:27]=[C:26]2[C:22]([C:23]([CH3:32])([CH3:31])[CH2:24][N:25]2[C:28](=[O:30])[CH3:29])=[CH:21][CH:20]=1.Cl.CO[C:36](=[O:41])[C:37]([NH2:40])([CH3:39])[CH3:38].